From a dataset of Reaction yield outcomes from USPTO patents with 853,638 reactions. Predict the reaction yield, written as a fraction of the theoretical maximum amount of product (1.0 means a 100% yield; for example, 0.34 means a 34% yield). (1) The catalyst is CO.O.C([O-])(=O)C.[Pd+2].C([O-])(=O)C. The reactants are Br[C:2]1[C:3]([CH3:21])=[C:4]([CH:18]=[CH:19][CH:20]=1)[C:5]([NH:7][CH2:8][C:9]1[C:10](=[O:17])[NH:11][C:12]([CH3:16])=[CH:13][C:14]=1[CH3:15])=[O:6].B1(B2OC(C)(C)C(C)(C)O2)OC(C)(C)C(C)(C)O1.Br[C:41]1[N:45]([CH3:46])[CH:44]=[N:43][C:42]=1[CH3:47].[OH-].[Na+].C12(P(C34CC5CC(CC(C5)C3)C4)CCCC)CC3CC(CC(C3)C1)C2. The product is [CH3:46][N:45]1[C:41]([C:2]2[C:3]([CH3:21])=[C:4]([CH:18]=[CH:19][CH:20]=2)[C:5]([NH:7][CH2:8][C:9]2[C:10](=[O:17])[NH:11][C:12]([CH3:16])=[CH:13][C:14]=2[CH3:15])=[O:6])=[C:42]([CH3:47])[N:43]=[CH:44]1. The yield is 0.0350. (2) The reactants are [CH3:1][C@@H:2]1[CH2:7][N:6]([C:8]2[C:17]([CH:18]=O)=[CH:16][C:11]3[C:12]([CH3:15])=[N:13][O:14][C:10]=3[C:9]=2[F:20])[CH2:5][C@H:4]([CH3:21])[O:3]1.[NH:22]1[C:27](=[O:28])[CH2:26][C:25](=[O:29])[NH:24][C:23]1=[O:30]. The product is [F:20][C:9]1[C:10]2[O:14][N:13]=[C:12]([CH3:15])[C:11]=2[CH:16]=[C:17]2[C:8]=1[N:6]1[CH2:5][C@@H:4]([CH3:21])[O:3][C@@H:2]([CH3:1])[C@@H:7]1[C:26]1([C:25](=[O:29])[NH:24][C:23](=[O:30])[NH:22][C:27]1=[O:28])[CH2:18]2. The catalyst is C(O)(C)C.CO. The yield is 0.710. (3) The reactants are [O:1]1[C:5]2[C:6]([CH2:10][OH:11])=[CH:7][CH:8]=[CH:9][C:4]=2[O:3][CH2:2]1.[N:12]1([C:17](N2C=CN=C2)=[O:18])[CH:16]=[CH:15][N:14]=[CH:13]1. The catalyst is C(Cl)Cl. The product is [N:12]1([C:17]([O:11][CH2:10][C:6]2[C:5]3[O:1][CH2:2][O:3][C:4]=3[CH:9]=[CH:8][CH:7]=2)=[O:18])[CH:16]=[CH:15][N:14]=[CH:13]1. The yield is 0.860. (4) The reactants are [Cl:1][C:2]1[N:7]=[C:6]([CH2:8][C:9]([C:11]2[C:12]([F:24])=[C:13]([NH:17][C:18](=[O:23])[O:19][CH2:20][CH:21]=[CH2:22])[CH:14]=[CH:15][CH:16]=2)=O)[CH:5]=[CH:4][N:3]=1.C1C(=O)N(Br)C(=O)C1.[O:33]1[CH2:38][CH2:37][CH:36]([C:39](=[S:41])[NH2:40])[CH2:35][CH2:34]1.O. The catalyst is CC(N(C)C)=O. The product is [Cl:1][C:2]1[N:7]=[C:6]([C:8]2[S:41][C:39]([CH:36]3[CH2:37][CH2:38][O:33][CH2:34][CH2:35]3)=[N:40][C:9]=2[C:11]2[C:12]([F:24])=[C:13]([NH:17][C:18](=[O:23])[O:19][CH2:20][CH:21]=[CH2:22])[CH:14]=[CH:15][CH:16]=2)[CH:5]=[CH:4][N:3]=1. The yield is 0.350. (5) The reactants are [CH3:1][CH:2]([CH3:17])[CH2:3][N:4]1[C:9](=[O:10])[CH2:8][C:7](=[O:11])[N:6]([CH2:12][CH:13]([CH3:15])[CH3:14])[C:5]1=[O:16].C(N(C(C)C)CC)(C)C.[N:27]([CH2:30][C:31]([O:33]CC)=[O:32])=[C:28]=[O:29]. The catalyst is ClCCl. The product is [OH:10][C:9]1[N:4]([CH2:3][CH:2]([CH3:17])[CH3:1])[C:5](=[O:16])[N:6]([CH2:12][CH:13]([CH3:15])[CH3:14])[C:7](=[O:11])[C:8]=1[C:28]([NH:27][CH2:30][C:31]([OH:33])=[O:32])=[O:29]. The yield is 0.670. (6) The reactants are [Br:1][C:2]1[CH:8]=[C:7]([C:9]([F:12])([F:11])[F:10])[C:5]([NH2:6])=[C:4]([CH3:13])[CH:3]=1.C([O-])(=O)C.[K+].[N:19](OCCC(C)C)=O. The catalyst is C1(C)C=CC=CC=1.C(O)(=O)C.O. The product is [Br:1][C:2]1[CH:3]=[C:4]2[C:5](=[C:7]([C:9]([F:10])([F:11])[F:12])[CH:8]=1)[NH:6][N:19]=[CH:13]2. The yield is 0.520.